Dataset: KCNQ2 potassium channel screen with 302,405 compounds. Task: Binary Classification. Given a drug SMILES string, predict its activity (active/inactive) in a high-throughput screening assay against a specified biological target. The molecule is ClC(Cl)(Cl)C(NC(=O)CC(C)C)NC(=S)Nc1c(n(n(c1=O)c1ccccc1)C)C. The result is 0 (inactive).